Dataset: Catalyst prediction with 721,799 reactions and 888 catalyst types from USPTO. Task: Predict which catalyst facilitates the given reaction. (1) Reactant: [C:1]([O:5][C:6]([N:8]1[CH2:13][CH2:12][C:11](=[O:14])[CH:10]([C:15]([O:17][CH2:18][CH3:19])=[O:16])[CH2:9]1)=[O:7])([CH3:4])([CH3:3])[CH3:2]. Product: [C:1]([O:5][C:6]([N:8]1[CH2:13][CH2:12][CH:11]([OH:14])[CH:10]([C:15]([O:17][CH2:18][CH3:19])=[O:16])[CH2:9]1)=[O:7])([CH3:4])([CH3:3])[CH3:2]. The catalyst class is: 810. (2) Reactant: [OH-].[Li+].[C:3]([C:5]1[CH:6]=[C:7]([NH:12][C:13]2[N:22]=[CH:21][CH:20]=[CH:19][C:14]=2[C:15]([O:17]C)=[O:16])[CH:8]=[CH:9][C:10]=1[F:11])#[N:4]. Product: [C:3]([C:5]1[CH:6]=[C:7]([NH:12][C:13]2[N:22]=[CH:21][CH:20]=[CH:19][C:14]=2[C:15]([OH:17])=[O:16])[CH:8]=[CH:9][C:10]=1[F:11])#[N:4]. The catalyst class is: 20. (3) Reactant: [H-].[Al+3].[Li+].[H-].[H-].[H-].[OH:7][CH2:8][C@H:9]1[CH2:14][CH2:13][CH2:12][N:11]([C:15](OC(C)(C)C)=O)[CH2:10]1.O.[OH-].[Na+]. Product: [CH3:15][N:11]1[CH2:12][CH2:13][CH2:14][C@H:9]([CH2:8][OH:7])[CH2:10]1. The catalyst class is: 332. (4) Reactant: C1(C)C=CC(S([CH2:10][N+:11]#[C-:12])(=O)=O)=CC=1.[S:14]1[CH:18]=[CH:17][CH:16]=[C:15]1[CH:19]=[O:20].C(=O)([O-])[O-].[K+].[K+]. Product: [S:14]1[CH:18]=[CH:17][CH:16]=[C:15]1[C:19]1[O:20][CH:12]=[N:11][CH:10]=1. The catalyst class is: 5. (5) Reactant: [CH3:1][O:2][CH2:3][CH2:4][C:5]1([C:11]([O:13][C:14]([CH3:17])([CH3:16])[CH3:15])=[O:12])SCCCS1.O.BrN1C(=[O:25])CCC1=O. Product: [CH3:1][O:2][CH2:3][CH2:4][C:5](=[O:25])[C:11]([O:13][C:14]([CH3:17])([CH3:16])[CH3:15])=[O:12]. The catalyst class is: 21. (6) Reactant: Cl.[NH:2]1[CH2:7][CH2:6][CH2:5][CH2:4][C:3]1=O.C([O-])([O-])=[O:10].[K+].[K+].[Cl:15][C:16]1[S:17][C:18]([CH2:21]Cl)=[CH:19][N:20]=1. Product: [Cl:15][C:16]1[S:17][C:18]([CH2:21][N:2]2[CH2:7][CH2:6][C:5](=[O:10])[CH2:4][CH2:3]2)=[CH:19][N:20]=1. The catalyst class is: 10. (7) Reactant: Cl[CH2:2][CH2:3][O:4][C:5]1[C:35]([O:36][CH3:37])=[CH:34][C:8]2[CH:9]=[C:10]3[C:15](=[CH:16][C:7]=2[CH:6]=1)[N:14]=[CH:13][C:12]([C:17]#[N:18])=[C:11]3[NH:19][C:20]1[CH:25]=[CH:24][C:23]([S:26][C:27]2[N:28]([CH3:32])[CH:29]=[CH:30][N:31]=2)=[C:22]([Cl:33])[CH:21]=1.[NH:38]1[CH:42]=[CH:41][N:40]=[N:39]1.[OH-].[Na+]. Product: [Cl:33][C:22]1[CH:21]=[C:20]([NH:19][C:11]2[C:10]3[C:15](=[CH:16][C:7]4[CH:6]=[C:5]([O:4][CH2:3][CH2:2][N:39]5[N:40]=[CH:41][CH:42]=[N:38]5)[C:35]([O:36][CH3:37])=[CH:34][C:8]=4[CH:9]=3)[N:14]=[CH:13][C:12]=2[C:17]#[N:18])[CH:25]=[CH:24][C:23]=1[S:26][C:27]1[N:28]([CH3:32])[CH:29]=[CH:30][N:31]=1. The catalyst class is: 9.